From a dataset of Forward reaction prediction with 1.9M reactions from USPTO patents (1976-2016). Predict the product of the given reaction. The product is: [F:18][C:19]1[CH:27]=[C:26]([F:28])[CH:25]=[CH:24][C:20]=1[C:21]([NH:1][C:2]1[CH:7]=[C:6]([O:8][CH2:9][CH2:10][O:11][CH3:12])[CH:5]=[CH:4][C:3]=1/[CH:13]=[CH:14]/[C:15]([O:17][CH2:29][CH3:30])=[O:16])=[O:22]. Given the reactants [NH2:1][C:2]1[CH:7]=[C:6]([O:8][CH2:9][CH2:10][O:11][CH3:12])[CH:5]=[CH:4][C:3]=1/[CH:13]=[CH:14]/[C:15]([O-:17])=[O:16].[F:18][C:19]1[CH:27]=[C:26]([F:28])[CH:25]=[CH:24][C:20]=1[C:21](Cl)=[O:22].[CH2:29](N(CC)CC)[CH3:30], predict the reaction product.